This data is from Full USPTO retrosynthesis dataset with 1.9M reactions from patents (1976-2016). The task is: Predict the reactants needed to synthesize the given product. (1) Given the product [CH2:24]([O:31][C:32]([N:34]1[CH2:39][CH2:38][CH:37]([CH:40]([O:23][C:21]2[CH:20]=[CH:19][C:16]3[C:17]4[N:11]([CH2:12][CH2:13][O:14][C:15]=3[CH:22]=2)[CH:10]=[C:9]([C:8]2[N:4]([CH:1]([CH3:3])[CH3:2])[N:5]=[CH:6][N:7]=2)[N:18]=4)[CH3:41])[CH2:36][CH2:35]1)=[O:33])[C:25]1[CH:26]=[CH:27][CH:28]=[CH:29][CH:30]=1, predict the reactants needed to synthesize it. The reactants are: [CH:1]([N:4]1[C:8]([C:9]2[N:18]=[C:17]3[N:11]([CH2:12][CH2:13][O:14][C:15]4[CH:22]=[C:21]([OH:23])[CH:20]=[CH:19][C:16]=43)[CH:10]=2)=[N:7][CH:6]=[N:5]1)([CH3:3])[CH3:2].[CH2:24]([O:31][C:32]([N:34]1[CH2:39][CH2:38][CH:37]([CH:40](O)[CH3:41])[CH2:36][CH2:35]1)=[O:33])[C:25]1[CH:30]=[CH:29][CH:28]=[CH:27][CH:26]=1.C1C=CC(P(C2C=CC=CC=2)C2C=CC=CC=2)=CC=1.CC(OC(/N=N/C(OC(C)C)=O)=O)C. (2) Given the product [CH3:1][O:2][C:3]1[CH:8]=[C:7]([O:17][CH3:16])[CH:6]=[CH:5][C:4]=1[C:9]1[NH:13][N:12]=[C:11]([S:14][CH2:15][C:31]2[CH:34]=[CH:35][CH:36]=[CH:37][C:30]=2[F:29])[N:10]=1, predict the reactants needed to synthesize it. The reactants are: [CH3:1][O:2][C:3]1[CH:8]=[CH:7][CH:6]=[CH:5][C:4]=1[C:9]1[NH:13][N:12]=[C:11]([S:14][CH3:15])[N:10]=1.[CH3:16][O:17]C1C=C(OC)C=CC=1C(O)=O.[F:29][C:30]1[CH:37]=[CH:36][CH:35]=[CH:34][C:31]=1CCl. (3) Given the product [Br:1][C:2]1[CH:3]=[N:4][C:5]([C:8]([N:12]([CH3:13])[CH3:11])=[O:9])=[N:6][CH:7]=1, predict the reactants needed to synthesize it. The reactants are: [Br:1][C:2]1[CH:3]=[N:4][C:5]([C:8](Cl)=[O:9])=[N:6][CH:7]=1.[CH3:11][NH:12][CH3:13]. (4) The reactants are: [C:1]([C:3]1[CH:4]=[C:5]([C:9]2[CH:14]=[CH:13][CH:12]=[C:11]([CH:15]=[C:16]3[CH2:21][CH2:20][N:19]([C:22]([O:24][C:25]([CH3:28])([CH3:27])[CH3:26])=[O:23])[CH2:18][CH2:17]3)[CH:10]=2)[CH:6]=[CH:7][CH:8]=1)#[N:2].Cl. Given the product [NH2:2][CH2:1][C:3]1[CH:4]=[C:5]([C:9]2[CH:14]=[CH:13][CH:12]=[C:11]([CH2:15][CH:16]3[CH2:21][CH2:20][N:19]([C:22]([O:24][C:25]([CH3:28])([CH3:27])[CH3:26])=[O:23])[CH2:18][CH2:17]3)[CH:10]=2)[CH:6]=[CH:7][CH:8]=1, predict the reactants needed to synthesize it. (5) The reactants are: Cl[CH2:2][C:3]([C@@H:5]1[CH2:10][CH2:9][CH2:8][CH2:7][C@H:6]1[C:11]([O:13][CH3:14])=[O:12])=O.[F:15][C:16]1([F:23])[CH2:19][CH:18]([C:20](=[S:22])[NH2:21])[CH2:17]1. Given the product [F:15][C:16]1([F:23])[CH2:19][CH:18]([C:20]2[S:22][CH:2]=[C:3]([C@@H:5]3[CH2:10][CH2:9][CH2:8][CH2:7][C@H:6]3[C:11]([O:13][CH3:14])=[O:12])[N:21]=2)[CH2:17]1, predict the reactants needed to synthesize it. (6) Given the product [F:1][C:2]1[CH:7]=[CH:6][CH:5]=[CH:4][C:3]=1[CH2:8][CH2:9][CH2:10][C:11]([OH:13])=[O:12], predict the reactants needed to synthesize it. The reactants are: [F:1][C:2]1[CH:7]=[CH:6][CH:5]=[CH:4][C:3]=1[CH2:8][CH2:9][CH:10](C(OC)=O)[C:11]([O:13]C)=[O:12].[OH-].[Na+].C(O)C. (7) Given the product [NH2:23][C:21]1[N:20]=[CH:19][N:18]=[C:17]2[N:16]([C@@H:24]3[CH2:29][CH2:28][CH2:27][N:26]([C:31](=[O:32])[CH2:30][OH:33])[CH2:25]3)[N:15]=[C:14]([C:11]3[CH:10]=[CH:9][C:8]([O:1][C:2]4[CH:7]=[CH:6][CH:5]=[CH:4][CH:3]=4)=[CH:13][CH:12]=3)[C:22]=12, predict the reactants needed to synthesize it. The reactants are: [O:1]([C:8]1[CH:13]=[CH:12][C:11]([C:14]2[C:22]3[C:17](=[N:18][CH:19]=[N:20][C:21]=3[NH2:23])[N:16]([C@@H:24]3[CH2:29][CH2:28][CH2:27][NH:26][CH2:25]3)[N:15]=2)=[CH:10][CH:9]=1)[C:2]1[CH:7]=[CH:6][CH:5]=[CH:4][CH:3]=1.[C:30](O)(=[O:33])[CH2:31][OH:32].C(N(CC)CC)C.CN(C(ON1N=NC2C=CC=NC1=2)=[N+](C)C)C.F[P-](F)(F)(F)(F)F.